Dataset: Reaction yield outcomes from USPTO patents with 853,638 reactions. Task: Predict the reaction yield, written as a fraction of the theoretical maximum amount of product (1.0 means a 100% yield; for example, 0.34 means a 34% yield). The reactants are C([O:8][CH2:9][C@H:10]1[C@@H:14]([O:15][Si:16]([C:19]([CH3:22])([CH3:21])[CH3:20])([CH3:18])[CH3:17])[CH2:13][C@H:12]([NH:23][C:24]2[N:29]=[C:28]([NH:30][C@@H:31]3[C:39]4[C:34](=[CH:35][CH:36]=[CH:37][CH:38]=4)[CH2:33][C@@H:32]3[O:40][CH3:41])[N:27]=[C:26](Cl)[N:25]=2)[CH2:11]1)C1C=CC=CC=1.C([O-])(O)=O.[Na+]. The catalyst is CO.C(Cl)Cl.[Pd]. The product is [Si:16]([O:15][C@H:14]1[CH2:13][C@H:12]([NH:23][C:24]2[N:29]=[C:28]([NH:30][C@@H:31]3[C:39]4[C:34](=[CH:35][CH:36]=[CH:37][CH:38]=4)[CH2:33][C@@H:32]3[O:40][CH3:41])[N:27]=[CH:26][N:25]=2)[CH2:11][C@H:10]1[CH2:9][OH:8])([C:19]([CH3:22])([CH3:21])[CH3:20])([CH3:18])[CH3:17]. The yield is 0.570.